From a dataset of M1 muscarinic receptor antagonist screen with 61,756 compounds. Binary Classification. Given a drug SMILES string, predict its activity (active/inactive) in a high-throughput screening assay against a specified biological target. (1) The drug is O(CC(=O)Nc1cc2nc(n(c2cc1)c1ccccc1)C)c1ccc(cc1)C#N. The result is 0 (inactive). (2) The molecule is Clc1c(Nc2n3nc(nc3nc(c2)C)C)ccc(F)c1. The result is 0 (inactive). (3) The drug is Clc1cc(c2oc(c(n2)CN2C(=O)C3N(CCC3)c3c2cc(cc3)C(OC)=O)C)ccc1. The result is 0 (inactive). (4) The drug is S(=O)(=O)(N(CC(=O)Nc1cc(OC)c(OC)cc1)c1ccc(cc1)C)c1c(n(nc1C)C)C. The result is 0 (inactive). (5) The result is 0 (inactive). The drug is FC(F)Oc1ccc(C(=O)COC(=O)C2CCCC2)cc1. (6) The drug is O=C1N(C(=O)C2C1C(NC2c1c(O)c(OC)ccc1)(CC)C(O)=O)c1ccccc1. The result is 0 (inactive). (7) The drug is O=C(N1CCN(CC1)c1ccccc1)C1CCN(CC1)c1n(nnn1)c1ccccc1. The result is 0 (inactive). (8) The compound is S(=O)(=O)(Nc1ccc(cc1)CC#N)c1ccc(N2CCCC2=O)cc1. The result is 0 (inactive).